Dataset: Full USPTO retrosynthesis dataset with 1.9M reactions from patents (1976-2016). Task: Predict the reactants needed to synthesize the given product. (1) The reactants are: Cl[C:2]1[N:7]=[C:6](Cl)[CH:5]=[CH:4][N:3]=1.[CH2:9]([O:11][C:12]1[CH:18]=[CH:17][C:15]([NH2:16])=[CH:14][CH:13]=1)[CH3:10].Cl. Given the product [CH2:9]([O:11][C:12]1[CH:18]=[CH:17][C:15]([NH:16][C:2]2[N:7]=[C:6]([NH:16][C:15]3[CH:17]=[CH:18][C:12]([O:11][CH2:9][CH3:10])=[CH:13][CH:14]=3)[CH:5]=[CH:4][N:3]=2)=[CH:14][CH:13]=1)[CH3:10], predict the reactants needed to synthesize it. (2) Given the product [C:1]([O:5][C:6](=[O:19])[NH:7][C:8]1[CH:13]=[C:12]([O:14][CH2:15][CH3:16])[C:11]([Cl:17])=[CH:10][C:9]=1[NH:18][C:25](=[O:24])[CH2:26][C:27](=[O:40])[C:28]1[CH:33]=[CH:32][CH:31]=[C:30]([C:34]2[CH:35]=[N:36][CH:37]=[CH:38][CH:39]=2)[CH:29]=1)([CH3:2])([CH3:3])[CH3:4], predict the reactants needed to synthesize it. The reactants are: [C:1]([O:5][C:6](=[O:19])[NH:7][C:8]1[CH:13]=[C:12]([O:14][CH2:15][CH3:16])[C:11]([Cl:17])=[CH:10][C:9]=1[NH2:18])([CH3:4])([CH3:3])[CH3:2].C([O:24][C:25](=O)[CH2:26][C:27](=[O:40])[C:28]1[CH:33]=[CH:32][CH:31]=[C:30]([C:34]2[CH:35]=[N:36][CH:37]=[CH:38][CH:39]=2)[CH:29]=1)(C)(C)C. (3) Given the product [C:1]([C:3]1[C:8]([F:10])=[CH:7][CH:6]=[CH:5][N:4]=1)#[N:2], predict the reactants needed to synthesize it. The reactants are: [C:1]([C:3]1[C:8](Cl)=[CH:7][CH:6]=[CH:5][N:4]=1)#[N:2].[F-:10].[K+]. (4) The reactants are: [Br:1][C:2]1[CH:3]=[CH:4][C:5]([CH3:9])=[C:6]([CH:8]=1)[NH2:7].[C:10](O[C:10]([C:12]([F:15])([F:14])[F:13])=[O:11])([C:12]([F:15])([F:14])[F:13])=[O:11]. Given the product [Br:1][C:2]1[CH:3]=[CH:4][C:5]([CH3:9])=[C:6]([NH:7][C:10](=[O:11])[C:12]([F:15])([F:14])[F:13])[CH:8]=1, predict the reactants needed to synthesize it. (5) The reactants are: [N:1]1[CH:6]=[CH:5][C:4]([C:7]2[S:11][C:10]([C:12]([OH:14])=O)=[CH:9][CH:8]=2)=[CH:3][CH:2]=1.[F:15][C:16]([F:27])([F:26])[O:17][C:18]1[CH:23]=[CH:22][CH:21]=[CH:20][C:19]=1[CH2:24][NH2:25]. Given the product [F:15][C:16]([F:26])([F:27])[O:17][C:18]1[CH:23]=[CH:22][CH:21]=[CH:20][C:19]=1[CH2:24][NH:25][C:12]([C:10]1[S:11][C:7]([C:4]2[CH:3]=[CH:2][N:1]=[CH:6][CH:5]=2)=[CH:8][CH:9]=1)=[O:14], predict the reactants needed to synthesize it. (6) Given the product [CH2:15]([O:14][C:12]([C:4]1[CH:5]=[C:6]2[N:11]([C:3]=1[CH2:1][N:25]1[CH2:26][CH2:27][C:22]3([CH2:21][CH2:20][N:19]([C:28]([O:30][C:31]([CH3:32])([CH3:33])[CH3:34])=[O:29])[CH2:18][CH2:17]3)[CH2:23][CH2:24]1)[CH:10]=[CH:9][CH:8]=[CH:7]2)=[O:13])[CH3:16], predict the reactants needed to synthesize it. The reactants are: [CH:1]([C:3]1[N:11]2[C:6]([CH:7]=[CH:8][CH:9]=[CH:10]2)=[CH:5][C:4]=1[C:12]([O:14][CH2:15][CH3:16])=[O:13])=O.[CH2:17]1[C:22]2([CH2:27][CH2:26][NH:25][CH2:24][CH2:23]2)[CH2:21][CH2:20][N:19]([C:28]([O:30][C:31]([CH3:34])([CH3:33])[CH3:32])=[O:29])[CH2:18]1. (7) Given the product [C:40]1([C:2]2[C:25]3[C:26]([O:24][C:4]4[C:3]=2[CH:8]=[C:7]2[C:6](=[C:10]([C:17]5[CH:22]=[CH:21][CH:20]=[CH:19][CH:18]=5)[C:11]5[CH:16]=[CH:15][CH:14]=[CH:13][C:12]=5[O:9]2)[CH:5]=4)=[CH:27][CH:28]=[CH:29][CH:30]=3)[CH:45]=[CH:44][CH:43]=[CH:42][CH:41]=1, predict the reactants needed to synthesize it. The reactants are: O[C:2](C1C=CC=CC=1)([C:25]1[CH:30]=[CH:29][CH:28]=[CH:27][CH:26]=1)[C:3]1[CH:8]=[C:7]([OH:9])[C:6]([C:10](O)([C:17]2[CH:22]=[CH:21][CH:20]=[CH:19][CH:18]=2)[C:11]2[CH:16]=[CH:15][CH:14]=[CH:13][CH:12]=2)=[CH:5][C:4]=1[OH:24].[N+]([C:40]1[CH:45]=[CH:44][CH:43]=[CH:42][CH:41]=1)([O-])=O. (8) Given the product [Br:9][C:10]1[CH:16]=[C:14]([N+:15]([O-:25])=[O:38])[C:1]([OH:2])=[C:12]([C:19]([CH3:22])([CH3:21])[CH3:20])[CH:11]=1, predict the reactants needed to synthesize it. The reactants are: [CH2:1]=[O:2].S([O-])([O-])(=O)=O.[Mg+2].[Br:9][C:10]1[CH:11]=[C:12]([C:19]([CH3:22])([CH3:21])[CH3:20])C(OC)=[C:14]([CH:16]=1)[NH2:15].C[Si](C)(C)[O:25]C(C=C)=C.[Al](Cl)(CC)CC.[OH2:38].